From a dataset of Forward reaction prediction with 1.9M reactions from USPTO patents (1976-2016). Predict the product of the given reaction. (1) Given the reactants [Cl:1][C:2]1[C:3]([N+:12]([O-])=O)=[C:4]([CH:9]=[CH:10][CH:11]=1)[C:5]([O:7][CH3:8])=[O:6], predict the reaction product. The product is: [NH2:12][C:3]1[C:2]([Cl:1])=[CH:11][CH:10]=[CH:9][C:4]=1[C:5]([O:7][CH3:8])=[O:6]. (2) Given the reactants [H-].[Na+].[C:3](=[O:8])([O:6][CH3:7])OC.[CH3:9][O:10][C:11]1[N:16]=[CH:15][C:14]([N:17]2[CH2:22][CH2:21][C:20](=[O:23])[CH2:19][CH2:18]2)=[CH:13][C:12]=1[CH3:24], predict the reaction product. The product is: [CH3:7][O:6][C:3]([CH:19]1[C:20](=[O:23])[CH2:21][CH2:22][N:17]([C:14]2[CH:15]=[N:16][C:11]([O:10][CH3:9])=[C:12]([CH3:24])[CH:13]=2)[CH2:18]1)=[O:8]. (3) Given the reactants [CH3:1][O:2][C:3]([C:5]1[S:6][C:7]([C:14](=O)[CH:15]=[C:16]([C:21]2[CH:26]=[C:25]([Cl:27])[CH:24]=[C:23]([Cl:28])[CH:22]=2)[C:17]([F:20])([F:19])[F:18])=[C:8]2[CH2:13][CH2:12][CH2:11][CH2:10][C:9]=12)=[O:4].[OH-:30].[Na+].[NH2:32]O.Cl, predict the reaction product. The product is: [CH3:1][O:2][C:3]([C:5]1[S:6][C:7]([C:14]2[CH2:15][C:16]([C:21]3[CH:26]=[C:25]([Cl:27])[CH:24]=[C:23]([Cl:28])[CH:22]=3)([C:17]([F:20])([F:19])[F:18])[O:30][N:32]=2)=[C:8]2[CH2:13][CH2:12][CH2:11][CH2:10][C:9]=12)=[O:4]. (4) Given the reactants [CH:1]1([NH:7][C:8]2[C:13]([C:14](O)=[O:15])=[CH:12][N:11]=[C:10]3[N:17]([CH2:20][O:21][CH2:22][CH2:23][Si:24]([CH3:27])([CH3:26])[CH3:25])[CH:18]=[CH:19][C:9]=23)[CH2:6][CH2:5][CH2:4][CH2:3][CH2:2]1.Cl.C[N:30](C)CCCN=C=NCC.ON1C2C=CC=CC=2N=N1.N.CO.[Cl-].[NH4+], predict the reaction product. The product is: [CH:1]1([NH:7][C:8]2[C:13]([C:14]([NH2:30])=[O:15])=[CH:12][N:11]=[C:10]3[N:17]([CH2:20][O:21][CH2:22][CH2:23][Si:24]([CH3:27])([CH3:25])[CH3:26])[CH:18]=[CH:19][C:9]=23)[CH2:2][CH2:3][CH2:4][CH2:5][CH2:6]1.